Dataset: Reaction yield outcomes from USPTO patents with 853,638 reactions. Task: Predict the reaction yield, written as a fraction of the theoretical maximum amount of product (1.0 means a 100% yield; for example, 0.34 means a 34% yield). (1) The reactants are [CH2:1]([O:8][C:9]1[CH:17]=[CH:16][C:12]([C:13]([NH2:15])=[O:14])=[C:11]([NH:18][C:19](=O)[CH:20]([C:22]2[CH:27]=[CH:26][C:25]([F:28])=[CH:24][CH:23]=2)[OH:21])[CH:10]=1)[C:2]1[CH:7]=[CH:6][CH:5]=[CH:4][CH:3]=1.C(=O)([O-])[O-].[K+].[K+]. The catalyst is CCO. The product is [CH2:1]([O:8][C:9]1[CH:10]=[C:11]2[C:12]([C:13](=[O:14])[NH:15][C:19]([CH:20]([C:22]3[CH:27]=[CH:26][C:25]([F:28])=[CH:24][CH:23]=3)[OH:21])=[N:18]2)=[CH:16][CH:17]=1)[C:2]1[CH:7]=[CH:6][CH:5]=[CH:4][CH:3]=1. The yield is 0.900. (2) The reactants are [F:1][CH2:2][CH2:3][N:4]([CH3:14])[C:5]1[CH:12]=[CH:11][C:8]([CH:9]=O)=[C:7]([OH:13])[CH:6]=1.C[O:16][C:17](=O)[CH2:18][C:19]1[S:20][C:21]2[CH:27]=[CH:26][CH:25]=[CH:24][C:22]=2[N:23]=1.N1CCCCC1. The catalyst is C(#N)C.C1C=CC=CC=1. The product is [S:20]1[C:21]2[CH:27]=[CH:26][CH:25]=[CH:24][C:22]=2[N:23]=[C:19]1[C:18]1[C:17](=[O:16])[O:13][C:7]2[C:8]([CH:9]=1)=[CH:11][CH:12]=[C:5]([N:4]([CH2:3][CH2:2][F:1])[CH3:14])[CH:6]=2. The yield is 0.480. (3) The reactants are Cl.[Cl:2][C:3]1[CH:26]=[CH:25][C:6]2[N:7]3[C:11]([CH2:12][NH:13][CH2:14][C:5]=2[CH:4]=1)=[N:10][N:9]=[C:8]3[C@H:15]1[CH2:20][CH2:19][C@H:18]([O:21][CH:22]([CH3:24])[CH3:23])[CH2:17][CH2:16]1.C(=O)([O-])[O-].[K+].[K+].Br.Br[CH2:35][C:36]1[CH:41]=[CH:40][CH:39]=[CH:38][N:37]=1. The catalyst is C(#N)C. The product is [Cl:2][C:3]1[CH:26]=[CH:25][C:6]2[N:7]3[C:11](=[N:10][N:9]=[C:8]3[C@H:15]3[CH2:16][CH2:17][C@H:18]([O:21][CH:22]([CH3:24])[CH3:23])[CH2:19][CH2:20]3)[CH2:12][N:13]([CH2:35][C:36]3[CH:41]=[CH:40][CH:39]=[CH:38][N:37]=3)[CH2:14][C:5]=2[CH:4]=1. The yield is 0.580. (4) The reactants are Br[CH2:2][CH2:3][O:4][C:5]1[CH:20]=[CH:19][C:8]2[C:9]([C:12]3[CH:17]=[CH:16][C:15]([Br:18])=[CH:14][CH:13]=3)=[N:10][S:11][C:7]=2[CH:6]=1.[CH3:21][NH:22][CH3:23].C([O-])(O)=O.[Na+]. The catalyst is CC(N(C)C)=O.C(O)C.CCOCC. The product is [Br:18][C:15]1[CH:16]=[CH:17][C:12]([C:9]2[C:8]3[CH:19]=[CH:20][C:5]([O:4][CH2:3][CH2:2][N:22]([CH3:23])[CH3:21])=[CH:6][C:7]=3[S:11][N:10]=2)=[CH:13][CH:14]=1. The yield is 0.920. (5) The reactants are [CH3:1][C:2]1[CH:6]=[C:5]([C:7]2[CH:17]=[CH:16][C:10]3[O:11][CH2:12][C:13](=[O:15])[NH:14][C:9]=3[CH:8]=2)[N:4]([CH2:18][C:19]([F:22])([F:21])[F:20])[N:3]=1.[I:23]N1C(=O)CCC1=O. No catalyst specified. The product is [I:23][C:6]1[C:2]([CH3:1])=[N:3][N:4]([CH2:18][C:19]([F:22])([F:20])[F:21])[C:5]=1[C:7]1[CH:17]=[CH:16][C:10]2[O:11][CH2:12][C:13](=[O:15])[NH:14][C:9]=2[CH:8]=1. The yield is 0.950. (6) The reactants are [CH3:1][O:2][C:3]([C:5]1[S:6][C:7]([N+:11]([O-:13])=[O:12])=[C:8](Br)[CH:9]=1)=[O:4].[Br:14][C:15]1[CH:16]=[C:17]([S:22][OH:23])[CH:18]=[N:19][C:20]=1[Cl:21].CN(C=[O:28])C. No catalyst specified. The product is [CH3:1][O:2][C:3]([C:5]1[S:6][C:7]([N+:11]([O-:13])=[O:12])=[C:8]([S:22]([C:17]2[CH:18]=[N:19][C:20]([Cl:21])=[C:15]([Br:14])[CH:16]=2)(=[O:28])=[O:23])[CH:9]=1)=[O:4]. The yield is 0.480.